Dataset: Forward reaction prediction with 1.9M reactions from USPTO patents (1976-2016). Task: Predict the product of the given reaction. (1) Given the reactants [CH3:1][S:2]([C:4]1[CH:9]=[CH:8][C:7]([N:10]2[CH2:15][CH2:14][N:13]([C:16]3[C:17]([CH3:29])=[C:18]([CH3:28])[C:19]4[O:23][C:22]([CH3:25])([CH3:24])[CH2:21][C:20]=4[C:26]=3[CH3:27])[CH2:12][CH2:11]2)=[CH:6][CH:5]=1)=[O:3].ClC1C=CC=C(C(OO)=[O:38])C=1, predict the reaction product. The product is: [CH3:1][S:2]([C:4]1[CH:5]=[CH:6][C:7]([N:10]2[CH2:15][CH2:14][N:13]([C:16]3[C:17]([CH3:29])=[C:18]([CH3:28])[C:19]4[O:23][C:22]([CH3:24])([CH3:25])[CH2:21][C:20]=4[C:26]=3[CH3:27])[CH2:12][CH2:11]2)=[CH:8][CH:9]=1)(=[O:38])=[O:3]. (2) The product is: [Br:40][C:14]1[CH:15]=[C:16]([C:24]2[C:36]3[C:35]([CH3:37])=[C:34]([CH3:38])[S:33][C:32]=3[C:31]([Br:39])=[C:30]3[C:25]=2[CH:26]=[CH:27][CH:28]=[CH:29]3)[CH:17]=[C:18]([CH:19]2[CH2:23][CH2:22][CH2:21][CH2:20]2)[C:13]=1[O:12][C@H:4]([CH2:5][C:6]1[CH:11]=[CH:10][CH:9]=[CH:8][CH:7]=1)[C:3]([OH:41])=[O:2]. Given the reactants C[O:2][C:3](=[O:41])[C@H:4]([O:12][C:13]1[C:18]([CH:19]2[CH2:23][CH2:22][CH2:21][CH2:20]2)=[CH:17][C:16]([C:24]2[C:36]3[C:35]([CH3:37])=[C:34]([CH3:38])[S:33][C:32]=3[C:31]([Br:39])=[C:30]3[C:25]=2[CH:26]=[CH:27][CH:28]=[CH:29]3)=[CH:15][C:14]=1[Br:40])[CH2:5][C:6]1[CH:11]=[CH:10][CH:9]=[CH:8][CH:7]=1.[OH-].[K+], predict the reaction product. (3) Given the reactants [Cl:1][C:2]1[CH:10]=[CH:9][C:5]([C:6]([OH:8])=O)=[CH:4][C:3]=1[OH:11].[CH2:12]1[C@H:21]2[C@H:16]([CH2:17][CH2:18][C:19]3[CH:25]=[CH:24][CH:23]=[CH:22][C:20]=32)[NH:15][CH2:14][CH2:13]1.F[P-](F)(F)(F)(F)F.N1(OC(N(C)C)=[N+](C)C)C2N=CC=CC=2N=N1, predict the reaction product. The product is: [Cl:1][C:2]1[CH:10]=[CH:9][C:5]([C:6]([N:15]2[C@@H:16]3[C@@H:21]([C:20]4[CH:22]=[CH:23][CH:24]=[CH:25][C:19]=4[CH2:18][CH2:17]3)[CH2:12][CH2:13][CH2:14]2)=[O:8])=[CH:4][C:3]=1[OH:11]. (4) Given the reactants [Cl:1][C:2]1[CH:3]=[C:4]([C:12]([OH:14])=O)[CH:5]=[N:6][C:7]=1[O:8][CH:9]([CH3:11])[CH3:10].C1C=CC2N(O)N=NC=2C=1.O[NH:26]/[C:27](=[N:46]\[H])/[C:28]1[CH:36]=[CH:35][C:34]([CH2:37][CH2:38][CH2:39][C:40]([O:42][CH2:43][CH3:44])=[O:41])=[C:33]2[C:29]=1[CH:30]=[CH:31][N:32]2[CH3:45].CCCC[N+](CCCC)(CCCC)CCCC.[F-], predict the reaction product. The product is: [Cl:1][C:2]1[CH:3]=[C:4]([C:12]2[O:14][N:46]=[C:27]([C:28]3[CH:36]=[CH:35][C:34]([CH2:37][CH2:38][CH2:39][C:40]([O:42][CH2:43][CH3:44])=[O:41])=[C:33]4[C:29]=3[CH:30]=[CH:31][N:32]4[CH3:45])[N:26]=2)[CH:5]=[N:6][C:7]=1[O:8][CH:9]([CH3:10])[CH3:11]. (5) The product is: [CH3:3][O:4][C:5]1[CH:14]=[C:13]2[C:8]([CH:9]=[C:10]([C:20]([OH:22])=[O:21])[C:11]([C:15]3[CH:19]=[CH:18][S:17][CH:16]=3)=[N:12]2)=[CH:7][CH:6]=1. Given the reactants [Li+].[OH-].[CH3:3][O:4][C:5]1[CH:14]=[C:13]2[C:8]([CH:9]=[C:10]([C:20]([O:22]C)=[O:21])[C:11]([C:15]3[CH:19]=[CH:18][S:17][CH:16]=3)=[N:12]2)=[CH:7][CH:6]=1.Cl, predict the reaction product.